Predict the reactants needed to synthesize the given product. From a dataset of Full USPTO retrosynthesis dataset with 1.9M reactions from patents (1976-2016). (1) Given the product [Cl:1][C:2]1[CH:3]=[C:4]2[C:9](=[C:10]([C:26]#[C:25][C:23]([CH3:24])=[CH2:22])[CH:11]=1)[O:8][CH:7]([C:13]([F:16])([F:15])[F:14])[C:6]([C:17]([O:19][CH2:20][CH3:21])=[O:18])=[CH:5]2, predict the reactants needed to synthesize it. The reactants are: [Cl:1][C:2]1[CH:3]=[C:4]2[C:9](=[C:10](I)[CH:11]=1)[O:8][CH:7]([C:13]([F:16])([F:15])[F:14])[C:6]([C:17]([O:19][CH2:20][CH3:21])=[O:18])=[CH:5]2.[CH3:22][C:23]([C:25]#[CH:26])=[CH2:24].O.CCOC(C)=O. (2) Given the product [Br:3][C:4]1[C:5]2[O:14][C:13]([CH2:15][OH:16])=[CH:12][C:6]=2[C:7](=[O:11])[N:8]([CH3:10])[CH:9]=1, predict the reactants needed to synthesize it. The reactants are: [BH4-].[Na+].[Br:3][C:4]1[C:5]2[O:14][C:13]([CH:15]=[O:16])=[CH:12][C:6]=2[C:7](=[O:11])[N:8]([CH3:10])[CH:9]=1. (3) Given the product [F:45][C:46]([F:51])([F:50])[C:47]([OH:49])=[O:48].[NH2:7][C:8]1[CH:13]=[C:12]([CH2:14][C@H:15]2[C:18](=[O:19])[N:17]([C:20]([NH:21][C@@H:22]([C:24]3[CH:25]=[CH:26][CH:27]=[CH:28][CH:29]=3)[CH3:23])=[O:30])[C@@H:16]2[S:31]([CH3:34])(=[O:33])=[O:32])[CH:11]=[CH:10][N:9]=1, predict the reactants needed to synthesize it. The reactants are: C(OC(=O)[N:7](CC1C=CC(OC)=CC=1)[C:8]1[CH:13]=[C:12]([CH2:14][C@H:15]2[C:18](=[O:19])[N:17]([C:20](=[O:30])[NH:21][C@@H:22]([C:24]3[CH:29]=[CH:28][CH:27]=[CH:26][CH:25]=3)[CH3:23])[C@@H:16]2[S:31]([CH3:34])(=[O:33])=[O:32])[CH:11]=[CH:10][N:9]=1)(C)(C)C.[F:45][C:46]([F:51])([F:50])[C:47]([OH:49])=[O:48]. (4) Given the product [N:9]1[C:10]2[C:5](=[CH:4][C:3]([CH2:2][C:13]#[N:14])=[CH:12][CH:11]=2)[CH:6]=[CH:7][CH:8]=1, predict the reactants needed to synthesize it. The reactants are: Br[CH2:2][C:3]1[CH:4]=[C:5]2[C:10](=[CH:11][CH:12]=1)[N:9]=[CH:8][CH:7]=[CH:6]2.[C-:13]#[N:14].[Na+]. (5) Given the product [CH2:29]([O:36][C:37]([N:39]1[CH2:44][CH:43]([CH3:45])[C:42](=[O:46])[CH:41]([NH:47][C:48]([O:50][C:51]([CH3:52])([CH3:54])[CH3:53])=[O:49])[CH2:40]1)=[O:38])[C:30]1[CH:31]=[CH:32][CH:33]=[CH:34][CH:35]=1, predict the reactants needed to synthesize it. The reactants are: N1C=CC=CC=1.CC(OI1(OC(C)=O)(OC(C)=O)OC(=O)C2C=CC=CC1=2)=O.[CH2:29]([O:36][C:37]([N:39]1[CH2:44][CH:43]([CH3:45])[CH:42]([OH:46])[CH:41]([NH:47][C:48]([O:50][C:51]([CH3:54])([CH3:53])[CH3:52])=[O:49])[CH2:40]1)=[O:38])[C:30]1[CH:35]=[CH:34][CH:33]=[CH:32][CH:31]=1.C([O-])(O)=O.[Na+].[O-]S([O-])(=S)=O.[Na+].[Na+]. (6) Given the product [Cl:1][C:2]1[CH:33]=[CH:32][CH:31]=[C:30]([CH3:34])[C:3]=1[C:4]1[NH:6][C:7](=[O:8])[N:9]([C:18]2[CH:23]=[CH:22][C:21]([C:24]([O:26][CH3:27])=[O:25])=[C:20]([O:28][CH3:29])[CH:19]=2)[N:10]=1, predict the reactants needed to synthesize it. The reactants are: [Cl:1][C:2]1[CH:33]=[CH:32][CH:31]=[C:30]([CH3:34])[C:3]=1[C:4]([NH:6][C:7]([N:9]([C:18]1[CH:23]=[CH:22][C:21]([C:24]([O:26][CH3:27])=[O:25])=[C:20]([O:28][CH3:29])[CH:19]=1)[NH:10]C(OC(C)(C)C)=O)=[O:8])=O.C(O)(C(F)(F)F)=O. (7) Given the product [C:29]([C:26]([C:22]1[CH:21]=[C:20]([CH:25]=[CH:24][CH:23]=1)[C:19]([NH:18][C:14]1[CH:15]=[CH:16][CH:17]=[C:12]([N:11]([C:6]2[N:7]=[CH:8][C:9]3[N:10]=[C:2]([NH:1][C:35](=[O:36])[CH2:34][N:55]4[CH2:56][CH2:57][C:52]([F:58])([F:51])[CH2:53][CH2:54]4)[S:3][C:4]=3[N:5]=2)[CH3:32])[CH:13]=1)=[O:31])([CH3:27])[CH3:28])#[N:30], predict the reactants needed to synthesize it. The reactants are: [NH2:1][C:2]1[S:3][C:4]2[N:5]=[C:6]([N:11]([CH3:32])[C:12]3[CH:13]=[C:14]([NH:18][C:19](=[O:31])[C:20]4[CH:25]=[CH:24][CH:23]=[C:22]([C:26]([C:29]#[N:30])([CH3:28])[CH3:27])[CH:21]=4)[CH:15]=[CH:16][CH:17]=3)[N:7]=[CH:8][C:9]=2[N:10]=1.Cl[CH2:34][C:35](Cl)=[O:36].C(=O)([O-])O.[Na+].C(N(CC)CC)C.Cl.[F:51][C:52]1([F:58])[CH2:57][CH2:56][NH:55][CH2:54][CH2:53]1. (8) Given the product [CH:1]1([C:4]2[N:8]([C:9]([O:11][C:12]([CH3:13])([CH3:14])[CH3:15])=[O:10])[C:7]3[CH:16]=[C:17]([C:29]4[C:30]([CH3:35])=[N:31][O:32][C:33]=4[CH3:34])[CH:18]=[C:19]([C:20]([C@@H:21]4[CH2:27][CH2:26][C:23]5([CH2:24][CH2:25]5)[O:22]4)=[O:28])[C:6]=3[N:5]=2)[CH2:2][CH2:3]1, predict the reactants needed to synthesize it. The reactants are: [CH:1]1([C:4]2[N:8]([C:9]([O:11][C:12]([CH3:15])([CH3:14])[CH3:13])=[O:10])[C:7]3[CH:16]=[C:17]([C:29]4[C:30]([CH3:35])=[N:31][O:32][C:33]=4[CH3:34])[CH:18]=[C:19]([CH:20]([OH:28])[C@@H:21]4[CH2:27][CH2:26][C:23]5([CH2:25][CH2:24]5)[O:22]4)[C:6]=3[N:5]=2)[CH2:3][CH2:2]1.CC(OI1(OC(C)=O)(OC(C)=O)OC(=O)C2C=CC=CC1=2)=O.